Dataset: TCR-epitope binding with 47,182 pairs between 192 epitopes and 23,139 TCRs. Task: Binary Classification. Given a T-cell receptor sequence (or CDR3 region) and an epitope sequence, predict whether binding occurs between them. (1) The epitope is VLAWLYAAV. The TCR CDR3 sequence is CASRLSSGGRSYNEQFF. Result: 0 (the TCR does not bind to the epitope). (2) The epitope is QECVRGTTVL. The TCR CDR3 sequence is CASSFSGDSYEQYF. Result: 1 (the TCR binds to the epitope). (3) The epitope is SLFNTVATLY. The TCR CDR3 sequence is CASSGGQGSDEQYF. Result: 0 (the TCR does not bind to the epitope). (4) The epitope is SSNVANYQK. The TCR CDR3 sequence is CASSQDRGVHGELFF. Result: 0 (the TCR does not bind to the epitope). (5) The epitope is HTTDPSFLGRY. The TCR CDR3 sequence is CASTHEGFHEQYF. Result: 1 (the TCR binds to the epitope).